Dataset: Merck oncology drug combination screen with 23,052 pairs across 39 cell lines. Task: Regression. Given two drug SMILES strings and cell line genomic features, predict the synergy score measuring deviation from expected non-interaction effect. (1) Drug 1: CC(=O)OC1C(=O)C2(C)C(O)CC3OCC3(OC(C)=O)C2C(OC(=O)c2ccccc2)C2(O)CC(OC(=O)C(O)C(NC(=O)c3ccccc3)c3ccccc3)C(C)=C1C2(C)C. Drug 2: CCc1cnn2c(NCc3ccc[n+]([O-])c3)cc(N3CCCCC3CCO)nc12. Cell line: A375. Synergy scores: synergy=12.9. (2) Drug 2: CCN(CC)CCNC(=O)c1c(C)[nH]c(C=C2C(=O)Nc3ccc(F)cc32)c1C. Drug 1: CN(Cc1cnc2nc(N)nc(N)c2n1)c1ccc(C(=O)NC(CCC(=O)O)C(=O)O)cc1. Synergy scores: synergy=-17.1. Cell line: T47D.